This data is from Reaction yield outcomes from USPTO patents with 853,638 reactions. The task is: Predict the reaction yield, written as a fraction of the theoretical maximum amount of product (1.0 means a 100% yield; for example, 0.34 means a 34% yield). (1) The reactants are [OH:1][C@H:2]1[CH2:6][CH2:5][N:4]([C:7]([O:9][CH2:10][C:11]2[CH:16]=[CH:15][CH:14]=[CH:13][CH:12]=2)=[O:8])[C@H:3]1[CH3:17].C[N+]1([O-])CCOCC1. The catalyst is C(#N)C.[Ru]([O-])(=O)(=O)=O.C([N+](CCC)(CCC)CCC)CC. The product is [CH3:17][C@H:3]1[C:2](=[O:1])[CH2:6][CH2:5][N:4]1[C:7]([O:9][CH2:10][C:11]1[CH:16]=[CH:15][CH:14]=[CH:13][CH:12]=1)=[O:8]. The yield is 0.890. (2) The reactants are CN(C=O)C.[C:6]([O:10][C:11]([N:13]1[CH2:16][CH:15]([O:17][C:18]2[CH:23]=[C:22]([Br:24])[CH:21]=[CH:20][C:19]=2[OH:25])[CH2:14]1)=[O:12])([CH3:9])([CH3:8])[CH3:7].C([O-])([O-])=O.[Cs+].[Cs+].[CH2:32](Br)[C:33]1[CH:38]=[CH:37][CH:36]=[CH:35][CH:34]=1. The catalyst is O. The product is [C:6]([O:10][C:11]([N:13]1[CH2:14][CH:15]([O:17][C:18]2[CH:23]=[C:22]([Br:24])[CH:21]=[CH:20][C:19]=2[O:25][CH2:32][C:33]2[CH:38]=[CH:37][CH:36]=[CH:35][CH:34]=2)[CH2:16]1)=[O:12])([CH3:9])([CH3:7])[CH3:8]. The yield is 0.990. (3) The reactants are [Na+].Cl[C:3]1[CH:8]=[CH:7][C:6]([S:9]([O-:12])(=[O:11])=[O:10])=[CH:5][C:4]=1[N+:13]([O-:15])=[O:14].[CH2:16]([NH2:34])[CH2:17][CH2:18][CH2:19][CH2:20][CH2:21][CH2:22][CH2:23][CH2:24][CH2:25][CH2:26][CH2:27][CH2:28][CH2:29][CH2:30][CH2:31][CH2:32][CH3:33].[C:35]([O-])(O)=O.[Na+].C(O)CCC. The catalyst is O.CO. The product is [N+:13]([C:4]1[CH:5]=[C:6]([S:9]([OH:12])(=[O:11])=[O:10])[CH:7]=[CH:8][C:3]=1[NH:34][CH2:16][CH2:17][CH2:18][CH2:19][CH2:20][CH2:21][CH2:22][CH2:23][CH2:24][CH2:25][CH2:26][CH2:27][CH2:28][CH2:29][CH2:30][CH2:31][CH2:32][CH2:33][CH3:35])([O-:15])=[O:14]. The yield is 0.720. (4) The reactants are [C:1](O)(=O)C.C=O.C([BH3-])#N.[Na+].[CH2:11]([N:18]1[CH2:23][CH2:22][CH:21]([NH:24][C:25]2[CH:33]=[CH:32][C:28]([C:29]([NH2:31])=[O:30])=[CH:27][CH:26]=2)[CH2:20][CH2:19]1)[C:12]1[CH:17]=[CH:16][CH:15]=[CH:14][CH:13]=1. The catalyst is CO. The product is [CH2:11]([N:18]1[CH2:19][CH2:20][CH:21]([N:24]([CH3:1])[C:25]2[CH:26]=[CH:27][C:28]([C:29]([NH2:31])=[O:30])=[CH:32][CH:33]=2)[CH2:22][CH2:23]1)[C:12]1[CH:13]=[CH:14][CH:15]=[CH:16][CH:17]=1. The yield is 0.740.